From a dataset of Reaction yield outcomes from USPTO patents with 853,638 reactions. Predict the reaction yield, written as a fraction of the theoretical maximum amount of product (1.0 means a 100% yield; for example, 0.34 means a 34% yield). (1) The reactants are Cl[C:2]1[N:7]=[C:6]([N:8]2[CH2:13][CH2:12][O:11][CH2:10][CH2:9]2)[N:5]=[C:4]([N:14]2[CH2:19][CH2:18][O:17][CH2:16][CH2:15]2)[N:3]=1.CC1(C)C(C)(C)OB([C:28]2[CH:33]=[CH:32][C:31]([CH2:34][C:35]([OH:37])=[O:36])=[CH:30][CH:29]=2)O1.C(=O)([O-])[O-].[Na+].[Na+]. The catalyst is COCCOC.C(OCC)(=O)C.[Pd].C1(P(C2C=CC=CC=2)C2C=CC=CC=2)C=CC=CC=1.C1(P(C2C=CC=CC=2)C2C=CC=CC=2)C=CC=CC=1.C1(P(C2C=CC=CC=2)C2C=CC=CC=2)C=CC=CC=1.C1(P(C2C=CC=CC=2)C2C=CC=CC=2)C=CC=CC=1. The product is [O:17]1[CH2:18][CH2:19][N:14]([C:4]2[N:5]=[C:6]([N:8]3[CH2:13][CH2:12][O:11][CH2:10][CH2:9]3)[N:7]=[C:2]([C:28]3[CH:33]=[CH:32][C:31]([CH2:34][C:35]([OH:37])=[O:36])=[CH:30][CH:29]=3)[N:3]=2)[CH2:15][CH2:16]1. The yield is 0.180. (2) The reactants are [OH:1][CH2:2][C:3]1[CH:8]=[CH:7][C:6]([CH2:9][C:10](O)=O)=[CH:5][CH:4]=1.[NH2:13][C:14]1[CH:19]=[CH:18][CH:17]=[CH:16][C:15]=1[SH:20]. No catalyst specified. The product is [S:20]1[C:15]2[CH:16]=[CH:17][CH:18]=[CH:19][C:14]=2[N:13]=[C:10]1[CH2:9][C:6]1[CH:7]=[CH:8][C:3]([CH2:2][OH:1])=[CH:4][CH:5]=1. The yield is 0.140. (3) The reactants are [CH:1]([O:4][C:5]1[CH:13]=[CH:12][C:11]([S:14]([CH3:17])(=[O:16])=[O:15])=[CH:10][C:6]=1[C:7]([OH:9])=O)([CH3:3])[CH3:2].[CH3:18][C:19]1[N:20]=[C:21]([N:25]2[CH2:30][CH2:29][NH:28][CH2:27][CH2:26]2)[S:22][C:23]=1[CH3:24]. No catalyst specified. The product is [CH3:18][C:19]1[N:20]=[C:21]([N:25]2[CH2:26][CH2:27][N:28]([C:7]([C:6]3[CH:10]=[C:11]([S:14]([CH3:17])(=[O:16])=[O:15])[CH:12]=[CH:13][C:5]=3[O:4][CH:1]([CH3:2])[CH3:3])=[O:9])[CH2:29][CH2:30]2)[S:22][C:23]=1[CH3:24]. The yield is 0.650. (4) The reactants are [CH3:1][C:2]1[C:6]([C:7]2[CH:16]=[CH:15][C:14]3[NH:17][C:18](=[O:19])[N:12]4[C:13]=3[C:8]=2[CH2:9][CH2:10][CH:11]4[C:20]2[CH:25]=[CH:24][CH:23]=[CH:22][CH:21]=2)=[C:5]([CH3:26])[O:4][N:3]=1.[C:27](=O)([O-])[O-].[Cs+].[Cs+].CI. The catalyst is CN(C)C=O. The product is [CH3:1][C:2]1[C:6]([C:7]2[CH:16]=[CH:15][C:14]3[N:17]([CH3:27])[C:18](=[O:19])[N:12]4[C:13]=3[C:8]=2[CH2:9][CH2:10][CH:11]4[C:20]2[CH:25]=[CH:24][CH:23]=[CH:22][CH:21]=2)=[C:5]([CH3:26])[O:4][N:3]=1. The yield is 0.740.